Task: Regression. Given a peptide amino acid sequence and an MHC pseudo amino acid sequence, predict their binding affinity value. This is MHC class I binding data.. Dataset: Peptide-MHC class I binding affinity with 185,985 pairs from IEDB/IMGT (1) The peptide sequence is NTIDQTANVV. The MHC is HLA-A02:01 with pseudo-sequence HLA-A02:01. The binding affinity (normalized) is 0.188. (2) The peptide sequence is NFRAYVDGF. The MHC is HLA-A02:01 with pseudo-sequence HLA-A02:01. The binding affinity (normalized) is 0. (3) The peptide sequence is LITNTIAGV. The MHC is HLA-A25:01 with pseudo-sequence HLA-A25:01. The binding affinity (normalized) is 0.0847. (4) The peptide sequence is KIRLRPGGK. The MHC is HLA-A31:01 with pseudo-sequence HLA-A31:01. The binding affinity (normalized) is 0.138. (5) The peptide sequence is WTGMIDGWY. The MHC is Mamu-A02 with pseudo-sequence Mamu-A02. The binding affinity (normalized) is 1.00.